Dataset: Forward reaction prediction with 1.9M reactions from USPTO patents (1976-2016). Task: Predict the product of the given reaction. (1) Given the reactants [CH:1]1([CH2:4][OH:5])[CH2:3][CH2:2]1.[H-].[Na+].Cl[C:9]1[CH:10]=[CH:11][C:12]([C:15]#[N:16])=[N:13][CH:14]=1, predict the reaction product. The product is: [CH:1]1([CH2:4][O:5][C:9]2[CH:10]=[CH:11][C:12]([C:15]#[N:16])=[N:13][CH:14]=2)[CH2:3][CH2:2]1. (2) Given the reactants [C:1]([O:5][C:6](=[O:20])[N:7]([CH:17]1[CH2:19][CH2:18]1)[CH2:8][C:9]1[CH:14]=[CH:13][C:12]([C:15]#[CH:16])=[CH:11][CH:10]=1)([CH3:4])([CH3:3])[CH3:2].Br[C:22](Br)=[CH:23][C:24]1[CH:33]=[CH:32][C:27]([C:28]([O:30][CH3:31])=[O:29])=[CH:26][CH:25]=1, predict the reaction product. The product is: [CH3:31][O:30][C:28](=[O:29])[C:27]1[CH:32]=[CH:33][C:24]([C:23]#[C:22][C:16]#[C:15][C:12]2[CH:11]=[CH:10][C:9]([CH2:8][N:7]([C:6]([O:5][C:1]([CH3:4])([CH3:2])[CH3:3])=[O:20])[CH:17]3[CH2:19][CH2:18]3)=[CH:14][CH:13]=2)=[CH:25][CH:26]=1. (3) Given the reactants [CH2:1]([C:3]([C:21]1[CH:26]=[CH:25][C:24]([OH:27])=[CH:23][CH:22]=1)([C:6]1[CH:11]=[CH:10][C:9](/[CH:12]=[CH:13]/[C:14]([CH2:18][CH3:19])([OH:17])[CH2:15][CH3:16])=[C:8]([CH3:20])[CH:7]=1)[CH2:4][CH3:5])[CH3:2].[C:28]([O-])([O-])=O.[K+].[K+].[C:34]([O:37][CH2:38][CH3:39])(=[O:36])[CH3:35], predict the reaction product. The product is: [CH2:1]([C:3]([C:21]1[CH:22]=[CH:23][C:24]([O:27][CH2:39][C@H:38]2[O:37][C:34](=[O:36])[CH2:35][CH2:28]2)=[CH:25][CH:26]=1)([C:6]1[CH:11]=[CH:10][C:9](/[CH:12]=[CH:13]/[C:14]([CH2:15][CH3:16])([OH:17])[CH2:18][CH3:19])=[C:8]([CH3:20])[CH:7]=1)[CH2:4][CH3:5])[CH3:2]. (4) Given the reactants [CH3:1][O:2][C:3]([C:5]1[C:6]([OH:29])=[C:7]2[C:12](=[CH:13][N:14]=1)[N:11]([CH2:15][CH:16]1[CH2:21][CH2:20][O:19][CH2:18][CH2:17]1)[C:10](=[O:22])[C:9]([C:23]1[CH:28]=[CH:27][CH:26]=[CH:25][CH:24]=1)=[CH:8]2)=[O:4].[Br:30]N1C(=O)CCC1=O, predict the reaction product. The product is: [CH3:1][O:2][C:3]([C:5]1[C:6]([OH:29])=[C:7]2[C:12](=[C:13]([Br:30])[N:14]=1)[N:11]([CH2:15][CH:16]1[CH2:17][CH2:18][O:19][CH2:20][CH2:21]1)[C:10](=[O:22])[C:9]([C:23]1[CH:28]=[CH:27][CH:26]=[CH:25][CH:24]=1)=[CH:8]2)=[O:4]. (5) Given the reactants [N-:1]=[N+:2]=[N-:3].[Na+].Cl.C(N(CC)CC)C.[F:13][C:14]([F:52])([F:51])[C:15]1[CH:16]=[C:17]([CH:44]=[C:45]([C:47]([F:50])([F:49])[F:48])[CH:46]=1)[CH2:18][N:19]([C:42]#[N:43])[CH:20]1[CH2:26][CH2:25][CH2:24][N:23]([C:27]([O:29][CH:30]([CH3:32])[CH3:31])=[O:28])[C:22]2[C:33]([CH3:41])=[C:34]([C:37]([F:40])([F:39])[F:38])[CH:35]=[CH:36][C:21]1=2.Cl, predict the reaction product. The product is: [F:50][C:47]([F:48])([F:49])[C:45]1[CH:44]=[C:17]([CH:16]=[C:15]([C:14]([F:52])([F:51])[F:13])[CH:46]=1)[CH2:18][N:19]([C:42]1[NH:43][N:3]=[N:2][N:1]=1)[CH:20]1[CH2:26][CH2:25][CH2:24][N:23]([C:27]([O:29][CH:30]([CH3:32])[CH3:31])=[O:28])[C:22]2[C:33]([CH3:41])=[C:34]([C:37]([F:38])([F:39])[F:40])[CH:35]=[CH:36][C:21]1=2.